From a dataset of Reaction yield outcomes from USPTO patents with 853,638 reactions. Predict the reaction yield, written as a fraction of the theoretical maximum amount of product (1.0 means a 100% yield; for example, 0.34 means a 34% yield). (1) The reactants are Cl[C:2]1[C:7]([C:8]#[N:9])=[CH:6][N:5]=[CH:4][C:3]=1[C:10]1[CH:15]=[CH:14][C:13]([O:16][CH3:17])=[C:12]([O:18][CH2:19][CH2:20][O:21][CH3:22])[CH:11]=1.[Cl:23][C:24]1[CH:30]=[C:29]([Cl:31])[C:28]([O:32][CH3:33])=[CH:27][C:25]=1[NH2:26].C1(P(C2CCCCC2)C2C=CC=CC=2C2C=CC=CC=2N(C)C)CCCCC1.[O-]P([O-])([O-])=O.[K+].[K+].[K+]. The catalyst is COCCOC.C1C=CC(/C=C/C(/C=C/C2C=CC=CC=2)=O)=CC=1.C1C=CC(/C=C/C(/C=C/C2C=CC=CC=2)=O)=CC=1.C1C=CC(/C=C/C(/C=C/C2C=CC=CC=2)=O)=CC=1.[Pd].[Pd]. The product is [Cl:23][C:24]1[CH:30]=[C:29]([Cl:31])[C:28]([O:32][CH3:33])=[CH:27][C:25]=1[NH:26][C:2]1[C:7]([C:8]#[N:9])=[CH:6][N:5]=[CH:4][C:3]=1[C:10]1[CH:15]=[CH:14][C:13]([O:16][CH3:17])=[C:12]([O:18][CH2:19][CH2:20][O:21][CH3:22])[CH:11]=1. The yield is 0.130. (2) The reactants are [NH2:1][CH2:2][CH2:3][C:4]1[N:5]=[C:6]([NH:9][C:10]([NH:12][C:13]2[CH:18]=[CH:17][C:16]([CH3:19])=[CH:15][C:14]=2[C:20]([CH:22]2[CH2:26][CH2:25][CH2:24][CH2:23]2)=[O:21])=[O:11])[S:7][CH:8]=1.[CH3:27][N:28]([CH2:30][C:31](O)=[O:32])[CH3:29]. No catalyst specified. The product is [CH:22]1([C:20]([C:14]2[CH:15]=[C:16]([CH3:19])[CH:17]=[CH:18][C:13]=2[NH:12][C:10](=[O:11])[NH:9][C:6]2[S:7][CH:8]=[C:4]([CH2:3][CH2:2][NH:1][C:31](=[O:32])[CH2:30][N:28]([CH3:29])[CH3:27])[N:5]=2)=[O:21])[CH2:23][CH2:24][CH2:25][CH2:26]1. The yield is 0.610.